From a dataset of Forward reaction prediction with 1.9M reactions from USPTO patents (1976-2016). Predict the product of the given reaction. (1) Given the reactants Cl[C:2]1[N:7]=[C:6]([N:8]([CH2:15][CH2:16][CH2:17][CH3:18])[C:9]2[CH:14]=[CH:13][CH:12]=[CH:11][CH:10]=2)[CH:5]=[CH:4][N:3]=1.Cl.Cl.[CH3:21][N:22]([CH2:24][CH:25]([OH:35])[CH2:26][O:27][C:28]1[CH:34]=[CH:33][C:31]([NH2:32])=[CH:30][CH:29]=1)[CH3:23].CO.N, predict the reaction product. The product is: [CH3:23][N:22]([CH2:24][CH:25]([OH:35])[CH2:26][O:27][C:28]1[CH:29]=[CH:30][C:31]([NH:32][C:2]2[N:7]=[C:6]([N:8]([CH2:15][CH2:16][CH2:17][CH3:18])[C:9]3[CH:14]=[CH:13][CH:12]=[CH:11][CH:10]=3)[CH:5]=[CH:4][N:3]=2)=[CH:33][CH:34]=1)[CH3:21]. (2) Given the reactants [C:1](#[N:5])[CH2:2][C:3]#[N:4].C(=O)([O-])[O-].[K+].[K+].[CH2:12]([O:14][C:15]1[CH:20]=[CH:19][C:18]([N:21]=[C:22]=[S:23])=[CH:17][CH:16]=1)[CH3:13].Br[CH2:25][C:26]([C:28]1[CH:33]=[CH:32][C:31]([O:34][CH3:35])=[CH:30][C:29]=1[O:36][CH3:37])=[O:27], predict the reaction product. The product is: [NH2:4][C:3]1[C:2]([C:1]#[N:5])=[C:22]([NH:21][C:18]2[CH:19]=[CH:20][C:15]([O:14][CH2:12][CH3:13])=[CH:16][CH:17]=2)[S:23][C:25]=1[C:26](=[O:27])[C:28]1[CH:33]=[CH:32][C:31]([O:34][CH3:35])=[CH:30][C:29]=1[O:36][CH3:37].